Dataset: Full USPTO retrosynthesis dataset with 1.9M reactions from patents (1976-2016). Task: Predict the reactants needed to synthesize the given product. (1) Given the product [C:1]([O:5][C:6]([N:8]1[CH2:13][CH2:12][CH:11]([C:14]2[NH:18][N:17]=[N:16][N:15]=2)[CH2:10][CH2:9]1)=[O:7])([CH3:4])([CH3:2])[CH3:3], predict the reactants needed to synthesize it. The reactants are: [C:1]([O:5][C:6]([N:8]1[CH2:13][CH2:12][CH:11]([C:14]#[N:15])[CH2:10][CH2:9]1)=[O:7])([CH3:4])([CH3:3])[CH3:2].[N-:16]=[N+:17]=[N-:18].[Na+].[Cl-].[NH4+]. (2) Given the product [S:1]1[C:5]2[CH:6]=[C:7]([NH:10][CH2:17][CH:13]([C:12]([F:19])([F:18])[F:11])[C:14]([OH:16])=[O:15])[CH:8]=[CH:9][C:4]=2[N:3]=[CH:2]1, predict the reactants needed to synthesize it. The reactants are: [S:1]1[C:5]2[CH:6]=[C:7]([NH2:10])[CH:8]=[CH:9][C:4]=2[N:3]=[CH:2]1.[F:11][C:12]([F:19])([F:18])[C:13](=[CH2:17])[C:14]([OH:16])=[O:15].C1(O)C=CC(O)=CC=1. (3) Given the product [CH3:26][C:20]1([CH3:25])[CH:19]2[CH2:24][CH:21]1[CH2:22][CH2:23][CH:18]2[CH2:17][CH2:16][N:13]1[CH2:12][CH2:11][C:8]2([N:7]([C:27]3[CH:28]=[CH:29][CH:30]=[CH:31][CH:32]=3)[CH2:6][N:5]([CH2:4][CH2:3][CH2:2][NH:34][CH3:33])[C:9]2=[O:10])[CH2:15][CH2:14]1, predict the reactants needed to synthesize it. The reactants are: Cl[CH2:2][CH2:3][CH2:4][N:5]1[C:9](=[O:10])[C:8]2([CH2:15][CH2:14][N:13]([CH2:16][CH2:17][CH:18]3[CH2:23][CH2:22][CH:21]4[CH2:24][CH:19]3[C:20]4([CH3:26])[CH3:25])[CH2:12][CH2:11]2)[N:7]([C:27]2[CH:32]=[CH:31][CH:30]=[CH:29][CH:28]=2)[CH2:6]1.[CH3:33][NH2:34].CCO. (4) Given the product [C:1]1([C@@H:7]2[CH2:9][C@H:8]2[C:10]([NH:13][C:14]2[CH:19]=[CH:18][C:17]([C:20]([F:22])([F:21])[F:23])=[CH:16][N:15]=2)=[O:12])[CH:2]=[CH:3][CH:4]=[CH:5][CH:6]=1, predict the reactants needed to synthesize it. The reactants are: [C:1]1([CH:7]2[CH2:9][CH:8]2[C:10]([OH:12])=O)[CH:6]=[CH:5][CH:4]=[CH:3][CH:2]=1.[NH2:13][C:14]1[CH:19]=[CH:18][C:17]([C:20]([F:23])([F:22])[F:21])=[CH:16][N:15]=1. (5) The reactants are: [CH3:1][N:2]1[CH:6]=[C:5](B2OC(C)(C)C(C)(C)O2)[CH:4]=[N:3]1.C(=O)([O-])[O-].[Cs+].[Cs+].Br[C:23]1[S:27][C:26]([CH:28]=[O:29])=[CH:25][CH:24]=1.O. Given the product [CH3:1][N:2]1[CH:6]=[C:5]([C:23]2[S:27][C:26]([CH:28]=[O:29])=[CH:25][CH:24]=2)[CH:4]=[N:3]1, predict the reactants needed to synthesize it. (6) Given the product [CH3:17][NH:18][C:19]([C:21]1[C:29]2[C:24](=[CH:25][C:26]([O:30][C:2]3[CH:7]=[CH:6][N:5]=[C:4]4[CH:8]=[C:9]([C:11]5[CH:12]=[N:13][CH:14]=[N:15][CH:16]=5)[S:10][C:3]=34)=[CH:27][CH:28]=2)[N:23]([CH3:31])[C:22]=1[CH3:32])=[O:20], predict the reactants needed to synthesize it. The reactants are: Cl[C:2]1[CH:7]=[CH:6][N:5]=[C:4]2[CH:8]=[C:9]([C:11]3[CH:12]=[N:13][CH:14]=[N:15][CH:16]=3)[S:10][C:3]=12.[CH3:17][NH:18][C:19]([C:21]1[C:29]2[C:24](=[CH:25][C:26]([OH:30])=[CH:27][CH:28]=2)[N:23]([CH3:31])[C:22]=1[CH3:32])=[O:20].C([O-])([O-])=O.[Cs+].[Cs+]. (7) Given the product [ClH:30].[OH:23][NH:22][C:20]([C:15]1[CH:16]=[C:17]2[C:12](=[CH:13][CH:14]=1)[CH2:11][N:10]([C:8](=[O:9])[CH2:7][N:3]1[CH:4]=[CH:5][N:6]=[C:2]1[CH3:1])[CH2:19][CH2:18]2)=[O:21], predict the reactants needed to synthesize it. The reactants are: [CH3:1][C:2]1[N:3]([CH2:7][C:8]([N:10]2[CH2:19][CH2:18][C:17]3[C:12](=[CH:13][CH:14]=[C:15]([C:20]([NH:22][O:23]C4CCCCO4)=[O:21])[CH:16]=3)[CH2:11]2)=[O:9])[CH:4]=[CH:5][N:6]=1.[ClH:30]. (8) Given the product [F:12][C:11]([F:14])([F:13])[C:2]1[C:3](=[O:4])[NH:16][N:17]=[CH:9][CH:8]=1, predict the reactants needed to synthesize it. The reactants are: O[C:2]([C:11]([F:14])([F:13])[F:12])([CH2:8][CH:9]=O)[C:3](OCC)=[O:4].O.[NH2:16][NH2:17]. (9) Given the product [CH3:7][CH:6]([CH3:8])[C:5]([C:12]1[S:11][CH:15]=[CH:14][CH:13]=1)=[O:9], predict the reactants needed to synthesize it. The reactants are: [Cl-].[Al+3].[Cl-].[Cl-].[C:5](Cl)(=[O:9])[CH:6]([CH3:8])[CH3:7].[S:11]1[CH:15]=[CH:14][CH:13]=[CH:12]1.BrBr. (10) Given the product [CH3:1][O:2][C:3]1[C:8]([C:9]2[CH:14]=[CH:13][C:12]([O:15][CH3:16])=[CH:11][CH:10]=2)=[CH:7][C:6]([CH2:17][NH:18][CH:19]([C:21]2[CH:22]=[CH:27][CH:26]=[C:25]3[C:30]=2[CH:29]=[CH:28][N:24]3[CH3:23])[CH3:20])=[CH:5][CH:4]=1, predict the reactants needed to synthesize it. The reactants are: [CH3:1][O:2][C:3]1[C:8]([C:9]2[CH:14]=[CH:13][C:12]([O:15][CH3:16])=[CH:11][CH:10]=2)=[CH:7][C:6]([CH2:17][NH:18][CH:19]([C:21]2[C:30]3[C:25](=[CH:26][CH:27]=[CH:28][CH:29]=3)[N:24]=[CH:23][CH:22]=2)[CH3:20])=[CH:5][CH:4]=1.CN1C2C(=C(C(N)C)C=CC=2)C=C1.COC1C(C2C=CC(OC)=CC=2)=CC(C=O)=CC=1.C([BH3-])#N.[Na+].